This data is from Catalyst prediction with 721,799 reactions and 888 catalyst types from USPTO. The task is: Predict which catalyst facilitates the given reaction. (1) Reactant: [C:1]([O:5][C:6]([NH:8][C@H:9]([CH2:17][O:18][Si:19]([C:22]([CH3:25])([CH3:24])[CH3:23])([CH3:21])[CH3:20])[CH2:10][CH2:11][CH2:12][C:13]([O:15][CH3:16])=[O:14])=[O:7])([CH3:4])([CH3:3])[CH3:2].IC.[H-].[Na+].[CH3:30]COC(C)=O. Product: [C:1]([O:5][C:6]([N:8]([CH3:30])[C@H:9]([CH2:17][O:18][Si:19]([C:22]([CH3:25])([CH3:24])[CH3:23])([CH3:21])[CH3:20])[CH2:10][CH2:11][CH2:12][C:13]([O:15][CH3:16])=[O:14])=[O:7])([CH3:2])([CH3:4])[CH3:3]. The catalyst class is: 163. (2) Reactant: C([O:5][C:6](=[O:46])[CH2:7][N:8]([C:16]1[CH:21]=[CH:20][CH:19]=[C:18]([CH:22]([CH2:33][C:34]2[CH:39]=[CH:38][C:37]([C:40]3[CH:45]=[CH:44][CH:43]=[CH:42][CH:41]=3)=[CH:36][CH:35]=2)[NH:23][S:24]([C:27]2[CH:28]=[N:29][CH:30]=[CH:31][CH:32]=2)(=[O:26])=[O:25])[N:17]=1)C(OC(C)(C)C)=O)(C)(C)C.[ClH:47].O1CCOCC1. Product: [ClH:47].[C:37]1([C:40]2[CH:41]=[CH:42][CH:43]=[CH:44][CH:45]=2)[CH:36]=[CH:35][C:34]([CH2:33][CH:22]([NH:23][S:24]([C:27]2[CH:28]=[N:29][CH:30]=[CH:31][CH:32]=2)(=[O:25])=[O:26])[C:18]2[N:17]=[C:16]([NH:8][CH2:7][C:6]([OH:46])=[O:5])[CH:21]=[CH:20][CH:19]=2)=[CH:39][CH:38]=1. The catalyst class is: 2.